Dataset: Catalyst prediction with 721,799 reactions and 888 catalyst types from USPTO. Task: Predict which catalyst facilitates the given reaction. (1) Reactant: [Cl:1][C:2]1[N:10]=[CH:9][N:8]=[C:7]2[C:3]=1[N:4]=[C:5]([C:17]#[C:18]C(C)(O)C)[N:6]2[CH:11]1[CH2:16][CH2:15][CH2:14][CH2:13][O:12]1.[OH-].[K+]. Product: [Cl:1][C:2]1[N:10]=[CH:9][N:8]=[C:7]2[C:3]=1[N:4]=[C:5]([C:17]#[CH:18])[N:6]2[CH:11]1[CH2:16][CH2:15][CH2:14][CH2:13][O:12]1. The catalyst class is: 11. (2) Reactant: [F:1][C:2]([F:9])([F:8])[C:3]1[CH:4]=[N:5][NH:6][CH:7]=1.N1C2C(=CC=CC=2O)C=CC=1.C(=O)([O-])[O-].[K+].[K+].Br[C:28]1[CH:33]=[CH:32][C:31]([CH:34]=[C:35]([C:40]2[CH:49]=[CH:48][C:43]([C:44]([O:46][CH3:47])=[O:45])=[CH:42][CH:41]=2)[CH2:36][CH:37]([CH3:39])[CH3:38])=[CH:30][CH:29]=1. Product: [CH3:38][CH:37]([CH3:39])[CH2:36][C:35]([C:40]1[CH:41]=[CH:42][C:43]([C:44]([O:46][CH3:47])=[O:45])=[CH:48][CH:49]=1)=[CH:34][C:31]1[CH:32]=[CH:33][C:28]([N:5]2[CH:4]=[C:3]([C:2]([F:9])([F:8])[F:1])[CH:7]=[N:6]2)=[CH:29][CH:30]=1. The catalyst class is: 156. (3) Reactant: [CH2:1]([O:8][C:9]1[C:17]2[C:12](=[CH:13][CH:14]=[CH:15][CH:16]=2)[N:11]([CH2:18][C:19]2[O:23][C:22]([C:24](OCC)=[O:25])=[CH:21][CH:20]=2)[N:10]=1)[C:2]1[CH:7]=[CH:6][CH:5]=[CH:4][CH:3]=1.[BH4-].[Na+].CO.C(O)(=O)CC(CC(O)=O)(C(O)=O)O. Product: [CH2:1]([O:8][C:9]1[C:17]2[C:12](=[CH:13][CH:14]=[CH:15][CH:16]=2)[N:11]([CH2:18][C:19]2[O:23][C:22]([CH2:24][OH:25])=[CH:21][CH:20]=2)[N:10]=1)[C:2]1[CH:3]=[CH:4][CH:5]=[CH:6][CH:7]=1. The catalyst class is: 1. (4) Reactant: [Cl:1][C:2]1[CH:7]=[CH:6][CH:5]=[C:4]([Cl:8])[C:3]=1[N:9]=[N+:10]=[N-:11].[CH3:12][CH:13]([CH3:18])[C:14]#[C:15][CH2:16][OH:17].ClC1C=CC=C(Cl)C=1N1C(C(C)C)=C(CO)N=N1. Product: [Cl:1][C:2]1[CH:7]=[CH:6][CH:5]=[C:4]([Cl:8])[C:3]=1[N:9]1[C:15]([CH2:16][OH:17])=[C:14]([CH:13]([CH3:18])[CH3:12])[N:11]=[N:10]1. The catalyst class is: 11.